From a dataset of Aqueous solubility values for 9,982 compounds from the AqSolDB database. Regression/Classification. Given a drug SMILES string, predict its absorption, distribution, metabolism, or excretion properties. Task type varies by dataset: regression for continuous measurements (e.g., permeability, clearance, half-life) or binary classification for categorical outcomes (e.g., BBB penetration, CYP inhibition). For this dataset (solubility_aqsoldb), we predict Y. The drug is CCCCNC1(P(=O)(OCCCC)OCCCC)CCCCC1. The Y is -3.31 log mol/L.